Dataset: Full USPTO retrosynthesis dataset with 1.9M reactions from patents (1976-2016). Task: Predict the reactants needed to synthesize the given product. (1) Given the product [NH2:53][CH:50]([CH2:49][C:48]1[CH:43]=[CH:44][CH:45]=[CH:46][CH:47]=1)[CH3:51], predict the reactants needed to synthesize it. The reactants are: CN1[C@H]2[C@@H](C(OC)=O)[C@@H](OC(C3C=CC=CC=3)=O)C[C@@H]1CC2.CNCCCN1C2C=CC=CC=2CCC2C=CC=CC1=2.[CH2:43]1[CH:48]2[CH2:49][C:50]3([NH2:53])C[CH:46]([CH2:47]2)[CH2:45][CH:44]1[CH2:51]3.CC(C[C@@H]1N2C([C@@](NC([C@@H]3C=C4[C@@H](CC5C6C4=CC=CC=6NC=5Br)N(C)C3)=O)(C(C)C)O[C@@]2(O)[C@H]2N(CCC2)C1=O)=O)C. (2) The reactants are: Cl[CH:2]([CH3:17])[C:3]([C:5]1[C:6]([CH:14]([CH3:16])[CH3:15])=[N:7][N:8]2[CH:13]=[CH:12][CH:11]=[CH:10][C:9]=12)=[O:4].[CH2:18]([NH2:25])[C:19]1[CH:24]=[CH:23][CH:22]=[CH:21][CH:20]=1.[Na+].[I-]. Given the product [CH2:18]([NH:25][CH:2]([CH3:17])[C:3]([C:5]1[C:6]([CH:14]([CH3:16])[CH3:15])=[N:7][N:8]2[CH:13]=[CH:12][CH:11]=[CH:10][C:9]=12)=[O:4])[C:19]1[CH:24]=[CH:23][CH:22]=[CH:21][CH:20]=1, predict the reactants needed to synthesize it. (3) Given the product [NH2:17][C:18]1[CH:23]=[CH:22][C:21]([NH:24][C:25](=[O:34])[C:26]2[CH:31]=[CH:30][C:29]([F:32])=[CH:28][C:27]=2[OH:33])=[C:20]([O:35][CH2:36][C:37]2[CH:38]=[CH:39][CH:40]=[CH:41][CH:42]=2)[CH:19]=1, predict the reactants needed to synthesize it. The reactants are: C1C2C(COC(=O)[NH:17][C:18]3[CH:23]=[CH:22][C:21]([NH:24][C:25](=[O:34])[C:26]4[CH:31]=[CH:30][C:29]([F:32])=[CH:28][C:27]=4[OH:33])=[C:20]([O:35][CH2:36][C:37]4[CH:42]=[CH:41][CH:40]=[CH:39][CH:38]=4)[CH:19]=3)C3C(=CC=CC=3)C=2C=CC=1.N1CCCCC1. (4) The reactants are: Br[C:2]1[CH:3]=[C:4]([CH:7]=[O:8])[S:5][CH:6]=1.[CH3:9][CH:10]([CH3:16])[CH2:11]OB(O)O.C(=O)([O-])[O-].[Cs+].[Cs+]. Given the product [CH2:9]([C:2]1[CH:3]=[C:4]([CH:7]=[O:8])[S:5][CH:6]=1)[CH:10]([CH3:16])[CH3:11], predict the reactants needed to synthesize it. (5) Given the product [CH2:1]([O:8][N:9]1[C:15](=[O:16])[N:14]2[CH2:17][C@H:10]1[CH2:11][CH2:12][C@H:13]2[C:18]1[O:24][N:23]=[C:21]([CH3:22])[N:20]=1)[C:2]1[CH:7]=[CH:6][CH:5]=[CH:4][CH:3]=1, predict the reactants needed to synthesize it. The reactants are: [CH2:1]([O:8][N:9]1[C:15](=[O:16])[N:14]2[CH2:17][C@H:10]1[CH2:11][CH2:12][C@H:13]2[C:18]([NH:20]/[C:21](=[N:23]\[OH:24])/[CH3:22])=O)[C:2]1[CH:7]=[CH:6][CH:5]=[CH:4][CH:3]=1. (6) The reactants are: [CH3:1][Mg+].[Br-].CON(C)[C:7]([C:9]1[C:14](=[O:15])[C:13]([O:16][CH3:17])=[CH:12][N:11]([C:18]2[CH:23]=[CH:22][C:21]([N:24]3[CH:28]=[CH:27][CH:26]=[N:25]3)=[CH:20][C:19]=2[O:29][CH3:30])[N:10]=1)=[O:8]. Given the product [C:7]([C:9]1[C:14](=[O:15])[C:13]([O:16][CH3:17])=[CH:12][N:11]([C:18]2[CH:23]=[CH:22][C:21]([N:24]3[CH:28]=[CH:27][CH:26]=[N:25]3)=[CH:20][C:19]=2[O:29][CH3:30])[N:10]=1)(=[O:8])[CH3:1], predict the reactants needed to synthesize it. (7) Given the product [C:1]([C:5]1[CH:9]=[C:8]([NH:10][C:23](=[O:24])[NH:30][C:31]2[C:40]3[C:35](=[CH:36][CH:37]=[CH:38][CH:39]=3)[C:34]([O:41][CH2:42][CH:43]([C:45]3[CH:50]=[CH:49][N:48]=[C:47]([NH:51][C:52](=[O:58])[O:53][C:54]([CH3:57])([CH3:56])[CH3:55])[CH:46]=3)[CH3:44])=[CH:33][CH:32]=2)[N:7]([C:11]2[CH:12]=[CH:13][C:14]([CH3:17])=[CH:15][CH:16]=2)[N:6]=1)([CH3:4])([CH3:3])[CH3:2], predict the reactants needed to synthesize it. The reactants are: [C:1]([C:5]1[CH:9]=[C:8]([NH2:10])[N:7]([C:11]2[CH:16]=[CH:15][C:14]([CH3:17])=[CH:13][CH:12]=2)[N:6]=1)([CH3:4])([CH3:3])[CH3:2].C1N=CN([C:23](N2C=NC=C2)=[O:24])C=1.[NH2:30][C:31]1[C:40]2[C:35](=[CH:36][CH:37]=[CH:38][CH:39]=2)[C:34]([O:41][CH2:42][CH:43]([C:45]2[CH:50]=[CH:49][N:48]=[C:47]([NH:51][C:52](=[O:58])[O:53][C:54]([CH3:57])([CH3:56])[CH3:55])[CH:46]=2)[CH3:44])=[CH:33][CH:32]=1. (8) The reactants are: C(OC([N:8]1[CH2:13][CH2:12][C:11](=[O:14])[CH2:10][CH2:9]1)=O)(C)(C)C.[H-].C([Al+]CC(C)C)C(C)C.O.O.O.O.[C:29]([CH:32]([CH:34]([C:36]([O-])=O)O)O)([O-])=O.[Na+].[K+]. Given the product [CH2:29]([O:14][CH:11]1[CH2:10][CH2:9][NH:8][CH2:13][CH2:12]1)[CH2:32][CH2:34][CH3:36], predict the reactants needed to synthesize it. (9) Given the product [ClH:31].[Br:1][C:2]1[CH:3]=[C:4]([N:8]2[CH2:23][CH:11]3[CH2:12][NH:13][CH2:14][CH2:15][N:10]3[C:9]2=[O:24])[CH:5]=[CH:6][CH:7]=1, predict the reactants needed to synthesize it. The reactants are: [Br:1][C:2]1[CH:3]=[C:4]([N:8]2[CH2:23][CH:11]3[CH2:12][N:13](C(OC(C)(C)C)=O)[CH2:14][CH2:15][N:10]3[C:9]2=[O:24])[CH:5]=[CH:6][CH:7]=1.C(OCC)(=O)C.[ClH:31].